From a dataset of Forward reaction prediction with 1.9M reactions from USPTO patents (1976-2016). Predict the product of the given reaction. (1) Given the reactants [CH3:1][C:2]1[CH:7]=[CH:6][C:5]([C:8]([F:11])([F:10])[F:9])=[CH:4][C:3]=1[NH:12][C:13](=[O:15])[CH3:14].[N+:16]([O-:19])([O-])=[O:17].[K+].[Mn]([O-])(=O)(=O)=O.[K+].[OH2:27].S([O-])([O-])(=O)=O.[Mg+2].[OH2:34], predict the reaction product. The product is: [C:13]([NH:12][C:3]1[CH:4]=[C:5]([C:8]([F:10])([F:11])[F:9])[C:6]([N+:16]([O-:19])=[O:17])=[CH:7][C:2]=1[C:1]([OH:34])=[O:27])(=[O:15])[CH3:14]. (2) Given the reactants C1(S([CH2:9][C:10]2[CH:11]=[CH:12][N:13]3[C:18]=2[C:17]([NH:19][C:20]2[CH:21]=[C:22]4[C:26](=[CH:27][CH:28]=2)[N:25]([CH2:29][C:30]2[CH:35]=[CH:34][CH:33]=[C:32]([F:36])[CH:31]=2)[N:24]=[CH:23]4)=[N:16][CH:15]=[N:14]3)=O)C=CC=CC=1.[NH2:37][CH:38]1[CH2:43][CH2:42][NH:41][CH2:40][CH2:39]1.[CH:44](OCC)=[O:45], predict the reaction product. The product is: [F:36][C:32]1[CH:31]=[C:30]([CH:35]=[CH:34][CH:33]=1)[CH2:29][N:25]1[C:26]2[C:22](=[CH:21][C:20]([NH:19][C:17]3[C:18]4=[C:10]([CH2:9][N:41]5[CH2:42][CH2:43][CH:38]([NH:37][CH:44]=[O:45])[CH2:39][CH2:40]5)[CH:11]=[CH:12][N:13]4[N:14]=[CH:15][N:16]=3)=[CH:28][CH:27]=2)[CH:23]=[N:24]1.